Dataset: Full USPTO retrosynthesis dataset with 1.9M reactions from patents (1976-2016). Task: Predict the reactants needed to synthesize the given product. (1) The reactants are: [CH3:1][C:2]1[N:3]=[CH:4][C:5]([CH2:8][NH2:9])=[N:6][CH:7]=1.[CH2:10]([O:17][C:18]1[CH:23]=[CH:22][N:21]([C:24]2[S:25][C:26]([C:30](O)=[O:31])=[C:27]([CH3:29])[N:28]=2)[C:20](=[O:33])[CH:19]=1)[C:11]1[CH:16]=[CH:15][CH:14]=[CH:13][CH:12]=1. Given the product [CH2:10]([O:17][C:18]1[CH:23]=[CH:22][N:21]([C:24]2[S:25][C:26]([C:30]([NH:9][CH2:8][C:5]3[CH:4]=[N:3][C:2]([CH3:1])=[CH:7][N:6]=3)=[O:31])=[C:27]([CH3:29])[N:28]=2)[C:20](=[O:33])[CH:19]=1)[C:11]1[CH:16]=[CH:15][CH:14]=[CH:13][CH:12]=1, predict the reactants needed to synthesize it. (2) Given the product [CH3:54][C:46]1[C:45]([O:43][CH2:42][CH2:41][O:40][CH:35]2[CH2:36][CH2:37][CH2:38][CH2:39][O:34]2)=[CH:50][CH:49]=[C:48]([N+:51]([O-:53])=[O:52])[N:47]=1, predict the reactants needed to synthesize it. The reactants are: C1(P(C2C=CC=CC=2)C2C=CC=CC=2)C=CC=CC=1.N(C(OC(C)C)=O)=NC(OC(C)C)=O.[O:34]1[CH2:39][CH2:38][CH2:37][CH2:36][CH:35]1[O:40][CH2:41][CH2:42][OH:43].O[C:45]1[C:46]([CH3:54])=[N:47][C:48]([N+:51]([O-:53])=[O:52])=[CH:49][CH:50]=1.